This data is from Forward reaction prediction with 1.9M reactions from USPTO patents (1976-2016). The task is: Predict the product of the given reaction. (1) Given the reactants [CH3:1][C@@H:2]([CH:6](C(O)=O)[C:7]([OH:9])=[O:8])[CH2:3][CH2:4][CH3:5].N1C=CC=CC=1, predict the reaction product. The product is: [CH3:1][C@H:2]([CH2:3][CH2:4][CH3:5])[CH2:6][C:7]([OH:9])=[O:8]. (2) Given the reactants [NH2:1][C:2]1[CH:10]=[CH:9][CH:8]=[CH:7][C:3]=1[C:4]([OH:6])=[O:5].[CH2:11](OC(OCC)OCC)C, predict the reaction product. The product is: [N:1]1[C:2]2[CH:10]=[CH:9][CH:8]=[CH:7][C:3]=2[C:4](=[O:6])[O:5][CH:11]=1. (3) Given the reactants [Br:1][C:2]1[CH:34]=[CH:33][C:5]([CH2:6][NH:7][N:8]2[C:13](=[O:14])[C:12]3[CH2:15][CH2:16][N:17](C(OC(C)(C)C)=O)[CH2:18][C:11]=3[N:10]=[C:9]2[C:26]2[CH:31]=[CH:30][C:29]([F:32])=[CH:28][CH:27]=2)=[CH:4][CH:3]=1.FC(F)(F)C(O)=O, predict the reaction product. The product is: [Br:1][C:2]1[CH:34]=[CH:33][C:5]([CH2:6][NH:7][N:8]2[C:13](=[O:14])[C:12]3[CH2:15][CH2:16][NH:17][CH2:18][C:11]=3[N:10]=[C:9]2[C:26]2[CH:27]=[CH:28][C:29]([F:32])=[CH:30][CH:31]=2)=[CH:4][CH:3]=1.